Dataset: NCI-60 drug combinations with 297,098 pairs across 59 cell lines. Task: Regression. Given two drug SMILES strings and cell line genomic features, predict the synergy score measuring deviation from expected non-interaction effect. (1) Drug 1: CNC(=O)C1=CC=CC=C1SC2=CC3=C(C=C2)C(=NN3)C=CC4=CC=CC=N4. Drug 2: CCC1(CC2CC(C3=C(CCN(C2)C1)C4=CC=CC=C4N3)(C5=C(C=C6C(=C5)C78CCN9C7C(C=CC9)(C(C(C8N6C=O)(C(=O)OC)O)OC(=O)C)CC)OC)C(=O)OC)O.OS(=O)(=O)O. Cell line: U251. Synergy scores: CSS=53.7, Synergy_ZIP=0.589, Synergy_Bliss=-0.395, Synergy_Loewe=0.690, Synergy_HSA=0.856. (2) Drug 1: CC1=C(C(=CC=C1)Cl)NC(=O)C2=CN=C(S2)NC3=CC(=NC(=N3)C)N4CCN(CC4)CCO. Drug 2: N.N.Cl[Pt+2]Cl. Cell line: SF-295. Synergy scores: CSS=39.2, Synergy_ZIP=-0.359, Synergy_Bliss=1.01, Synergy_Loewe=-2.67, Synergy_HSA=-1.35. (3) Drug 1: CC1=C(C=C(C=C1)NC(=O)C2=CC=C(C=C2)CN3CCN(CC3)C)NC4=NC=CC(=N4)C5=CN=CC=C5. Drug 2: C1=CC=C(C(=C1)C(C2=CC=C(C=C2)Cl)C(Cl)Cl)Cl. Cell line: SR. Synergy scores: CSS=4.75, Synergy_ZIP=-1.45, Synergy_Bliss=-9.29, Synergy_Loewe=-3.47, Synergy_HSA=-9.30. (4) Drug 1: CC=C1C(=O)NC(C(=O)OC2CC(=O)NC(C(=O)NC(CSSCCC=C2)C(=O)N1)C(C)C)C(C)C. Drug 2: C1C(C(OC1N2C=NC(=NC2=O)N)CO)O. Cell line: SF-268. Synergy scores: CSS=62.3, Synergy_ZIP=-2.02, Synergy_Bliss=-1.52, Synergy_Loewe=-53.3, Synergy_HSA=-2.24. (5) Drug 1: CC1=CC2C(CCC3(C2CCC3(C(=O)C)OC(=O)C)C)C4(C1=CC(=O)CC4)C. Drug 2: C1=CC=C(C=C1)NC(=O)CCCCCCC(=O)NO. Cell line: BT-549. Synergy scores: CSS=2.13, Synergy_ZIP=5.55, Synergy_Bliss=3.84, Synergy_Loewe=-1.46, Synergy_HSA=1.48. (6) Drug 1: CC1C(C(CC(O1)OC2CC(CC3=C2C(=C4C(=C3O)C(=O)C5=C(C4=O)C(=CC=C5)OC)O)(C(=O)C)O)N)O.Cl. Drug 2: CC(C)CN1C=NC2=C1C3=CC=CC=C3N=C2N. Cell line: 786-0. Synergy scores: CSS=27.6, Synergy_ZIP=-5.48, Synergy_Bliss=2.50, Synergy_Loewe=-9.73, Synergy_HSA=1.67. (7) Drug 1: CCC1=CC2CC(C3=C(CN(C2)C1)C4=CC=CC=C4N3)(C5=C(C=C6C(=C5)C78CCN9C7C(C=CC9)(C(C(C8N6C)(C(=O)OC)O)OC(=O)C)CC)OC)C(=O)OC.C(C(C(=O)O)O)(C(=O)O)O. Drug 2: CC1CCC2CC(C(=CC=CC=CC(CC(C(=O)C(C(C(=CC(C(=O)CC(OC(=O)C3CCCCN3C(=O)C(=O)C1(O2)O)C(C)CC4CCC(C(C4)OC)O)C)C)O)OC)C)C)C)OC. Cell line: CCRF-CEM. Synergy scores: CSS=38.9, Synergy_ZIP=-1.32, Synergy_Bliss=-1.95, Synergy_Loewe=-0.872, Synergy_HSA=1.15. (8) Drug 1: CC1=C(C=C(C=C1)NC2=NC=CC(=N2)N(C)C3=CC4=NN(C(=C4C=C3)C)C)S(=O)(=O)N.Cl. Drug 2: CC(C1=C(C=CC(=C1Cl)F)Cl)OC2=C(N=CC(=C2)C3=CN(N=C3)C4CCNCC4)N. Cell line: SF-539. Synergy scores: CSS=11.9, Synergy_ZIP=-0.524, Synergy_Bliss=2.98, Synergy_Loewe=2.59, Synergy_HSA=4.07. (9) Drug 1: CC1=CC2C(CCC3(C2CCC3(C(=O)C)OC(=O)C)C)C4(C1=CC(=O)CC4)C. Drug 2: CC1=CC=C(C=C1)C2=CC(=NN2C3=CC=C(C=C3)S(=O)(=O)N)C(F)(F)F. Cell line: 786-0. Synergy scores: CSS=1.48, Synergy_ZIP=-1.20, Synergy_Bliss=0.00890, Synergy_Loewe=-2.98, Synergy_HSA=-1.46. (10) Drug 1: CC1=CC=C(C=C1)C2=CC(=NN2C3=CC=C(C=C3)S(=O)(=O)N)C(F)(F)F. Drug 2: CCC1=C2CN3C(=CC4=C(C3=O)COC(=O)C4(CC)O)C2=NC5=C1C=C(C=C5)O. Cell line: UO-31. Synergy scores: CSS=25.9, Synergy_ZIP=-4.27, Synergy_Bliss=2.80, Synergy_Loewe=-30.5, Synergy_HSA=2.98.